From a dataset of Reaction yield outcomes from USPTO patents with 853,638 reactions. Predict the reaction yield, written as a fraction of the theoretical maximum amount of product (1.0 means a 100% yield; for example, 0.34 means a 34% yield). (1) The reactants are C1(P(C2C=CC=CC=2)C2C=CC=CC=2)C=CC=CC=1.[N:20]([CH2:23][C:24]1[CH:29]=[C:28]([Cl:30])[CH:27]=[CH:26][C:25]=1[O:31][C:32]([F:35])([F:34])[F:33])=[N+]=[N-].Cl.C(Cl)Cl. The catalyst is C1COCC1.[OH-].[NH4+].[OH-].[Na+].CCOCC.CO. The product is [Cl:30][C:28]1[CH:27]=[CH:26][C:25]([O:31][C:32]([F:33])([F:34])[F:35])=[C:24]([CH:29]=1)[CH2:23][NH2:20]. The yield is 0.830. (2) The reactants are [CH:1]1([CH2:6][CH:7]([C:11]2[CH:16]=[CH:15][C:14]([F:17])=[C:13]([C:18]([F:21])([F:20])[F:19])[CH:12]=2)[C:8](O)=[O:9])[CH2:5][CH2:4][CH2:3][CH2:2]1.F[P-](F)(F)(F)(F)F.N1(O[P+](N(C)C)(N(C)C)N(C)C)C2C=CC=CC=2N=N1.[CH3:49][O:50][C:51](=[O:59])[C:52]1[CH:57]=[CH:56][C:55]([NH2:58])=[N:54][CH:53]=1.C(N(CC)C(C)C)(C)C. The catalyst is CN(C)C=O.O. The product is [CH3:49][O:50][C:51](=[O:59])[C:52]1[CH:57]=[CH:56][C:55]([NH:58][C:8](=[O:9])[CH:7]([C:11]2[CH:16]=[CH:15][C:14]([F:17])=[C:13]([C:18]([F:19])([F:20])[F:21])[CH:12]=2)[CH2:6][CH:1]2[CH2:2][CH2:3][CH2:4][CH2:5]2)=[N:54][CH:53]=1. The yield is 0.126. (3) The reactants are [NH:1]1C2C(=CC=CC=2)[C:4](=[O:5])[C:2]1=O.[F:12][C:13]1[CH:19]=[CH:18][CH:17]=[CH:16][C:14]=1[NH2:15].ClC(Cl)(Cl)C(O)[OH:23].Cl.NO.S([O-])([O-])(=O)=O.[Na+].[Na+]. No catalyst specified. The product is [F:12][C:13]1[CH:19]=[CH:18][CH:17]=[CH:16][C:14]=1[NH:15][C:4](=[O:5])[CH:2]=[N:1][OH:23]. The yield is 0.710. (4) The reactants are [CH:1]1([C:6]([C:8]2[CH:13]=[C:12]([CH3:14])[CH:11]=[CH:10][C:9]=2[NH:15][C:16](=[O:30])[NH:17][C:18]2[S:19][CH:20]=[C:21]([CH2:23][CH2:24]OS(C)(=O)=O)[N:22]=2)=[O:7])[CH2:5][CH2:4][CH2:3][CH2:2]1.[NH:31]1[CH:35]=[CH:34][N:33]=[C:32]1[SH:36]. No catalyst specified. The product is [CH:1]1([C:6]([C:8]2[CH:13]=[C:12]([CH3:14])[CH:11]=[CH:10][C:9]=2[NH:15][C:16]([NH:17][C:18]2[S:19][CH:20]=[C:21]([CH2:23][CH2:24][S:36][C:32]3[NH:31][CH:35]=[CH:34][N:33]=3)[N:22]=2)=[O:30])=[O:7])[CH2:2][CH2:3][CH2:4][CH2:5]1. The yield is 0.500. (5) The reactants are Cl[C:2]1[CH:7]=[CH:6][N:5]=[C:4]2[CH:8]=[C:9]([C:11]3[N:12]=[CH:13][N:14]([CH3:16])[CH:15]=3)[S:10][C:3]=12.[N+:17]([C:20]1[CH:25]=[CH:24][C:23]([OH:26])=[CH:22][CH:21]=1)([O-:19])=[O:18].C([O-])([O-])=O.[K+].[K+].O(C1C=CC=CC=1)C1C=CC=CC=1. The catalyst is C(Cl)Cl. The product is [CH3:16][N:14]1[CH:15]=[C:11]([C:9]2[S:10][C:3]3[C:4](=[N:5][CH:6]=[CH:7][C:2]=3[O:26][C:23]3[CH:24]=[CH:25][C:20]([N+:17]([O-:19])=[O:18])=[CH:21][CH:22]=3)[CH:8]=2)[N:12]=[CH:13]1. The yield is 0.640. (6) The reactants are Br[C:2]1[CH:3]=[CH:4][C:5]([O:8][CH3:9])=[N:6][CH:7]=1.C([Li])CCC.CCCCCC.[CH:21]1([CH:24]=[O:25])[CH2:23][CH2:22]1. The catalyst is O1CCCC1. The product is [CH:21]1([CH:24]([C:2]2[CH:7]=[N:6][C:5]([O:8][CH3:9])=[CH:4][CH:3]=2)[OH:25])[CH2:23][CH2:22]1. The yield is 0.800. (7) The reactants are Br[C:2]1[C:3](=[O:14])[N:4]([C:8]2[CH:13]=[CH:12][CH:11]=[CH:10][CH:9]=2)[C:5](=[O:7])[CH:6]=1.C(N(CC)CC)C.[CH:22]([OH:25])([CH3:24])[CH3:23]. No catalyst specified. The product is [CH:22]([O:25][C:2]1[C:3](=[O:14])[N:4]([C:8]2[CH:13]=[CH:12][CH:11]=[CH:10][CH:9]=2)[C:5](=[O:7])[CH:6]=1)([CH3:24])[CH3:23]. The yield is 0.0900. (8) The product is [CH3:1][C:2]1[N:10]([CH:11]([C:13]2[CH:14]=[CH:15][CH:16]=[CH:17][CH:18]=2)[CH3:12])[C:5]2=[CH:6][N:7]=[CH:8][CH:9]=[C:4]2[C:3]=1[C:19]([OH:21])=[O:20]. The catalyst is O. The reactants are [CH3:1][C:2]1[N:10]([CH:11]([C:13]2[CH:18]=[CH:17][CH:16]=[CH:15][CH:14]=2)[CH3:12])[C:5]2=[CH:6][N:7]=[CH:8][CH:9]=[C:4]2[C:3]=1[C:19]([O:21]C)=[O:20].[OH-].[K+].Cl. The yield is 1.00. (9) The reactants are [NH2:1][C:2]1[CH:7]=[CH:6][C:5]([C:8]([NH:10][S:11]([C:14]2[S:15][C:16]([Cl:19])=[CH:17][CH:18]=2)(=[O:13])=[O:12])=[O:9])=[CH:4][CH:3]=1.[C:20]1(=O)[O:25][C:23](=[O:24])[C:22]2=[CH:26][CH:27]=[CH:28][CH:29]=[C:21]12. The catalyst is CN(C=O)C. The product is [O:24]=[C:23]1[C:22]2[CH:26]=[CH:27][CH:28]=[CH:29][C:21]=2[C:20](=[O:25])[N:1]1[C:2]1[CH:7]=[CH:6][C:5]([C:8]([NH:10][S:11]([C:14]2[S:15][C:16]([Cl:19])=[CH:17][CH:18]=2)(=[O:13])=[O:12])=[O:9])=[CH:4][CH:3]=1. The yield is 0.550.